This data is from Reaction yield outcomes from USPTO patents with 853,638 reactions. The task is: Predict the reaction yield, written as a fraction of the theoretical maximum amount of product (1.0 means a 100% yield; for example, 0.34 means a 34% yield). (1) The reactants are N(C[C@H]1CCC[C@@H](CN=C=O)C1)=C=O.N(C[C@H]1CCC[C@H](CN=C=O)C1)=C=O.[N:29]([CH2:32][C@H:33]1[CH2:38][CH2:37][C@@H:36]([CH2:39][N:40]=[C:41]=[O:42])[CH2:35][CH2:34]1)=[C:30]=[O:31]. No catalyst specified. The product is [N:29]([CH2:32][C@H:33]1[CH2:38][CH2:37][C@H:36]([CH2:39][N:40]=[C:41]=[O:42])[CH2:35][CH2:34]1)=[C:30]=[O:31]. The yield is 0.330. (2) The reactants are [C:1]([O:5][C:6]([N:8]1[CH2:13][CH2:12][CH:11]([CH2:14][CH2:15][O:16][C:17]([O:19]C2C=CC=CC=2)=O)[CH2:10][CH2:9]1)=[O:7])([CH3:4])([CH3:3])[CH3:2].[CH3:26][N:27]1[CH2:33][CH2:32][CH2:31][NH:30][CH2:29][CH2:28]1. No catalyst specified. The product is [CH3:26][N:27]1[CH2:33][CH2:32][CH2:31][N:30]([C:17]([O:16][CH2:15][CH2:14][CH:11]2[CH2:10][CH2:9][N:8]([C:6]([O:5][C:1]([CH3:2])([CH3:3])[CH3:4])=[O:7])[CH2:13][CH2:12]2)=[O:19])[CH2:29][CH2:28]1. The yield is 0.870. (3) The reactants are [CH:1](=O)[CH:2]([CH3:4])[CH3:3].[CH2:6]([SH:10])[CH2:7][CH2:8][SH:9].B(F)(F)F.CCOCC. The catalyst is ClCCl. The product is [CH:2]([CH:1]1[S:10][CH2:6][CH2:7][CH2:8][S:9]1)([CH3:4])[CH3:3]. The yield is 1.00. (4) The reactants are C([N:8]1[CH2:13][CH2:12][CH:11]([CH3:14])[CH:10]([N:15]([CH3:25])[C:16]2[C:17]3[CH:24]=[CH:23][NH:22][C:18]=3[N:19]=[CH:20][N:21]=2)[CH2:9]1)C1C=CC=CC=1.Cl. The catalyst is C(O)C. The product is [CH3:25][N:15]([CH:10]1[CH:11]([CH3:14])[CH2:12][CH2:13][NH:8][CH2:9]1)[C:16]1[C:17]2[CH:24]=[CH:23][NH:22][C:18]=2[N:19]=[CH:20][N:21]=1. The yield is 0.900.